This data is from Full USPTO retrosynthesis dataset with 1.9M reactions from patents (1976-2016). The task is: Predict the reactants needed to synthesize the given product. (1) Given the product [C:11]([C:10]1[CH:13]=[CH:14][C:7]([O:6][C:5]2[CH:19]=[CH:20][C:21]([CH2:23][O:24][C:26]3[CH:27]=[C:28]4[N:35]([C:36]([O:38][C:39]([CH3:42])([CH3:41])[CH3:40])=[O:37])[CH2:34][CH2:33][N:29]4[C:30](=[O:32])[N:31]=3)=[CH:22][C:4]=2[F:3])=[CH:8][C:9]=1[C:15]([F:18])([F:16])[F:17])#[N:12], predict the reactants needed to synthesize it. The reactants are: [H-].[Na+].[F:3][C:4]1[CH:22]=[C:21]([CH2:23][OH:24])[CH:20]=[CH:19][C:5]=1[O:6][C:7]1[CH:14]=[CH:13][C:10]([C:11]#[N:12])=[C:9]([C:15]([F:18])([F:17])[F:16])[CH:8]=1.Cl[C:26]1[CH:27]=[C:28]2[N:35]([C:36]([O:38][C:39]([CH3:42])([CH3:41])[CH3:40])=[O:37])[CH2:34][CH2:33][N:29]2[C:30](=[O:32])[N:31]=1. (2) Given the product [F:4][C:5]1[CH:10]=[CH:9][CH:8]=[C:7]([F:11])[C:6]=1[C:12]1[C:13](=[O:14])[NH:2][N:3]=[C:15]([CH3:23])[C:16]=1[C:17]1[CH:22]=[CH:21][CH:20]=[CH:19][CH:18]=1, predict the reactants needed to synthesize it. The reactants are: O.[NH2:2][NH2:3].[F:4][C:5]1[CH:10]=[CH:9][CH:8]=[C:7]([F:11])[C:6]=1[C:12]1[C:13](=O)[O:14][C:15](O)([CH3:23])[C:16]=1[C:17]1[CH:22]=[CH:21][CH:20]=[CH:19][CH:18]=1. (3) Given the product [C:7]([N:4]1[CH2:5][CH2:6][C@@H:2]([NH:1][S:28]([C:26]2[CH:27]=[C:22]([F:21])[CH:23]=[CH:24][C:25]=2[CH3:32])(=[O:30])=[O:29])[CH2:3]1)#[N:16], predict the reactants needed to synthesize it. The reactants are: [NH2:1][C@@H:2]1[CH2:6][CH2:5][N:4]([C:7](OC(C)(C)C)=O)[CH2:3]1.C([N:16](CC)CC)C.[F:21][C:22]1[CH:23]=[CH:24][C:25]([CH3:32])=[C:26]([S:28](Cl)(=[O:30])=[O:29])[CH:27]=1.CCN(C(C)C)C(C)C.BrC#N.